This data is from Reaction yield outcomes from USPTO patents with 853,638 reactions. The task is: Predict the reaction yield, written as a fraction of the theoretical maximum amount of product (1.0 means a 100% yield; for example, 0.34 means a 34% yield). (1) The reactants are [OH:1][CH:2]1[CH2:7][CH2:6][CH:5]([C:8]([O:10][CH2:11][CH3:12])=[O:9])[CH2:4][CH2:3]1.[CH3:13][C:14]1[CH:19]=[CH:18][C:17]([S:20](Cl)(=[O:22])=[O:21])=[CH:16][CH:15]=1.C(N(CC)CC)C. The catalyst is ClCCl. The product is [S:20]([O:1][CH:2]1[CH2:3][CH2:4][CH:5]([C:8]([O:10][CH2:11][CH3:12])=[O:9])[CH2:6][CH2:7]1)([C:17]1[CH:18]=[CH:19][C:14]([CH3:13])=[CH:15][CH:16]=1)(=[O:22])=[O:21]. The yield is 0.470. (2) The reactants are [Cl-].O[NH3+:3].[C:4](=[O:7])([O-])[OH:5].[Na+].CS(C)=O.[OH:13][C:14]([CH3:51])([CH3:50])[CH2:15][O:16][C@H:17]1[CH2:22][CH2:21][C@H:20]([N:23]2[C:28](=[O:29])[C:27]([CH2:30][C:31]3[S:35][C:34]([C:36]4[CH:43]=[CH:42][CH:41]=[CH:40][C:37]=4[C:38]#[N:39])=[CH:33][CH:32]=3)=[C:26]([CH2:44][CH2:45][CH3:46])[N:25]3[N:47]=[CH:48][N:49]=[C:24]23)[CH2:19][CH2:18]1. The catalyst is C(OCC)(=O)C. The product is [OH:13][C:14]([CH3:50])([CH3:51])[CH2:15][O:16][C@H:17]1[CH2:18][CH2:19][C@H:20]([N:23]2[C:28](=[O:29])[C:27]([CH2:30][C:31]3[S:35][C:34]([C:36]4[CH:43]=[CH:42][CH:41]=[CH:40][C:37]=4[C:38]4[NH:3][C:4](=[O:7])[O:5][N:39]=4)=[CH:33][CH:32]=3)=[C:26]([CH2:44][CH2:45][CH3:46])[N:25]3[N:47]=[CH:48][N:49]=[C:24]23)[CH2:21][CH2:22]1. The yield is 0.380. (3) The product is [OH:20][C:15]1[CH:16]=[C:17]2[C:12](=[CH:13][CH:14]=1)[N:11]=[C:10]([C:7]1[CH:6]=[CH:5][C:4]([C:3]3[NH:2][O:1][C:27](=[O:28])[N:21]=3)=[CH:9][CH:8]=1)[CH:19]=[CH:18]2. The catalyst is C1COCC1. The yield is 0.360. The reactants are [OH:1][NH:2][C:3](=[NH:21])[C:4]1[CH:9]=[CH:8][C:7]([C:10]2[CH:19]=[CH:18][C:17]3[C:12](=[CH:13][CH:14]=[C:15]([OH:20])[CH:16]=3)[N:11]=2)=[CH:6][CH:5]=1.C1N=CN([C:27](N2C=NC=C2)=[O:28])C=1. (4) The yield is 0.920. The reactants are [OH:1][C:2]1[CH:7]=[C:6]([O:8][CH3:9])[CH:5]=[CH:4][C:3]=1[C:10]([C:12]1[CH:17]=[CH:16][C:15]([O:18][CH2:19][C:20]2[N:21]=[C:22]([C:26]3[CH:31]=[CH:30][CH:29]=[CH:28][CH:27]=3)[O:23][C:24]=2[CH3:25])=[CH:14][CH:13]=1)=[O:11].Br[CH2:33][C:34]([O:36]CC)=[O:35].C(=O)([O-])[O-].[K+].[K+].CN(C)C=O. The product is [CH3:9][O:8][C:6]1[CH:5]=[CH:4][C:3]([C:10](=[O:11])[C:12]2[CH:13]=[CH:14][C:15]([O:18][CH2:19][C:20]3[N:21]=[C:22]([C:26]4[CH:27]=[CH:28][CH:29]=[CH:30][CH:31]=4)[O:23][C:24]=3[CH3:25])=[CH:16][CH:17]=2)=[C:2]([CH:7]=1)[O:1][CH2:33][C:34]([OH:36])=[O:35]. The catalyst is O. (5) The reactants are [N:1]12[CH2:8][CH2:7][C:4]([C:9]([C:17]3[CH:22]=[CH:21][CH:20]=[CH:19][CH:18]=3)([C:11]3[CH:16]=[CH:15][CH:14]=[CH:13][CH:12]=3)[OH:10])([CH2:5][CH2:6]1)[CH2:3][CH2:2]2.[Br:23][CH2:24][CH2:25][CH2:26][CH2:27][CH2:28][CH3:29]. The catalyst is CC#N. The product is [Br-:23].[CH2:24]([N+:1]12[CH2:6][CH2:5][C:4]([C:9]([OH:10])([C:17]3[CH:22]=[CH:21][CH:20]=[CH:19][CH:18]=3)[C:11]3[CH:12]=[CH:13][CH:14]=[CH:15][CH:16]=3)([CH2:3][CH2:2]1)[CH2:7][CH2:8]2)[CH2:25][CH2:26][CH2:27][CH2:28][CH3:29]. The yield is 0.730. (6) The reactants are C[O:2][C:3](=[O:38])[CH:4]([N:16]1[CH2:21][CH2:20][N:19]([C:22](=[O:33])[CH:23]([NH2:32])[CH2:24][C:25]2[CH:30]=[CH:29][C:28]([F:31])=[CH:27][CH:26]=2)[CH:18]([CH2:34][CH:35]=[CH2:36])[C:17]1=[O:37])[CH2:5][C:6]1[CH:15]=[CH:14][C:13]2[C:8](=[CH:9][CH:10]=[CH:11][CH:12]=2)[CH:7]=1.CO.[Li+].[OH-].Cl. The catalyst is C1COCC1.O. The product is [CH2:34]([C@@H:18]1[N:19]([C:22](=[O:33])[C@H:23]([NH2:32])[CH2:24][C:25]2[CH:30]=[CH:29][C:28]([F:31])=[CH:27][CH:26]=2)[CH2:20][CH2:21][N:16]([C@@H:4]([CH2:5][C:6]2[CH:15]=[CH:14][C:13]3[C:8](=[CH:9][CH:10]=[CH:11][CH:12]=3)[CH:7]=2)[C:3]([OH:38])=[O:2])[C:17]1=[O:37])[CH:35]=[CH2:36]. The yield is 1.00.